Dataset: Reaction yield outcomes from USPTO patents with 853,638 reactions. Task: Predict the reaction yield, written as a fraction of the theoretical maximum amount of product (1.0 means a 100% yield; for example, 0.34 means a 34% yield). The reactants are [N:1]1[CH:6]=[CH:5][CH:4]=[CH:3][C:2]=1[C:7]([OH:9])=O.C1C=CC2N(O)N=NC=2C=1.CCN=C=NCCCN(C)C.[NH2:31][CH:32]1[CH:36]([OH:37])[CH2:35][N:34]([C:38]([O:40][CH2:41][C:42]2[CH:47]=[CH:46][CH:45]=[CH:44][CH:43]=2)=[O:39])[CH2:33]1. The catalyst is C(Cl)Cl. The product is [OH:37][CH:36]1[CH:32]([NH:31][C:7](=[O:9])[C:2]2[CH:3]=[CH:4][CH:5]=[CH:6][N:1]=2)[CH2:33][N:34]([C:38]([O:40][CH2:41][C:42]2[CH:47]=[CH:46][CH:45]=[CH:44][CH:43]=2)=[O:39])[CH2:35]1. The yield is 0.540.